Dataset: Forward reaction prediction with 1.9M reactions from USPTO patents (1976-2016). Task: Predict the product of the given reaction. (1) Given the reactants [C:1]([C:3]1[C:4]([N:16]2[CH2:19][CH:18]([C:20](O)=[O:21])[CH2:17]2)=[N:5][C:6]([O:14][CH3:15])=[C:7]([C:9]([O:11][CH2:12][CH3:13])=[O:10])[CH:8]=1)#[N:2].[F:23][C:24]1[CH:25]=[C:26]([CH2:30][S:31]([NH2:34])(=[O:33])=[O:32])[CH:27]=[CH:28][CH:29]=1, predict the reaction product. The product is: [CH2:12]([O:11][C:9](=[O:10])[C:7]1[CH:8]=[C:3]([C:1]#[N:2])[C:4]([N:16]2[CH2:19][CH:18]([C:20](=[O:21])[NH:34][S:31]([CH2:30][C:26]3[CH:27]=[CH:28][CH:29]=[C:24]([F:23])[CH:25]=3)(=[O:33])=[O:32])[CH2:17]2)=[N:5][C:6]=1[O:14][CH3:15])[CH3:13]. (2) Given the reactants [CH3:1][N:2]([CH:27]([CH3:29])[CH3:28])[C:3]1[C:4]([C:17]2[CH:18]=[C:19]3[C:23](=[CH:24][CH:25]=2)[NH:22][C:21]([CH3:26])=[CH:20]3)=[N:5][C:6]2[C:11]([N:12]=1)=[CH:10][C:9]([C:13]([O:15]C)=[O:14])=[CH:8][CH:7]=2.[OH-].[Na+], predict the reaction product. The product is: [CH3:1][N:2]([CH:27]([CH3:29])[CH3:28])[C:3]1[C:4]([C:17]2[CH:18]=[C:19]3[C:23](=[CH:24][CH:25]=2)[NH:22][C:21]([CH3:26])=[CH:20]3)=[N:5][C:6]2[C:11]([N:12]=1)=[CH:10][C:9]([C:13]([OH:15])=[O:14])=[CH:8][CH:7]=2. (3) Given the reactants [Cl:1][C:2]1[N:10]=[C:9]([NH:11][C:12]2[CH:17]=[C:16]([F:18])[CH:15]=[CH:14][C:13]=2[N+:19]([O-])=O)[N:8]=[C:7]2[C:3]=1[NH:4][C:5](=[O:33])[N:6]2[C@H:22]1[C:31]2[C:26](=[C:27]([F:32])[CH:28]=[CH:29][CH:30]=2)[O:25][CH2:24][CH2:23]1.C(O)(=O)C.O.[OH-].[NH4+], predict the reaction product. The product is: [NH2:19][C:13]1[CH:14]=[CH:15][C:16]([F:18])=[CH:17][C:12]=1[NH:11][C:9]1[N:8]=[C:7]2[C:3]([NH:4][C:5](=[O:33])[N:6]2[C@H:22]2[C:31]3[C:26](=[C:27]([F:32])[CH:28]=[CH:29][CH:30]=3)[O:25][CH2:24][CH2:23]2)=[C:2]([Cl:1])[N:10]=1.